This data is from Blood-brain barrier permeability regression values from the B3DB database. The task is: Regression/Classification. Given a drug SMILES string, predict its absorption, distribution, metabolism, or excretion properties. Task type varies by dataset: regression for continuous measurements (e.g., permeability, clearance, half-life) or binary classification for categorical outcomes (e.g., BBB penetration, CYP inhibition). For this dataset (b3db_regression), we predict Y. (1) The Y is 0.340 log(BB ratio). The molecule is CCN(CC)CC(=O)NC1=C(C=CC=C1C)C. (2) The molecule is CC(C)(C)C1=CC=CC=C1. The Y is 0.430 log(BB ratio).